This data is from Catalyst prediction with 721,799 reactions and 888 catalyst types from USPTO. The task is: Predict which catalyst facilitates the given reaction. (1) Reactant: [CH2:1]([O:8][C@H:9]1[CH2:14][C@@H:13]([OH:15])[C@@H:12]([CH2:16][O:17][Si:18]([C:21]([CH3:24])([CH3:23])[CH3:22])([CH3:20])[CH3:19])[C@@H:11]([O:25][Si:26]([C:29]([CH3:32])([CH3:31])[CH3:30])([CH3:28])[CH3:27])[CH2:10]1)[C:2]1[CH:7]=[CH:6][CH:5]=[CH:4][CH:3]=1.C(N(CC)CC)C.[CH3:40][S:41](Cl)(=[O:43])=[O:42]. Product: [CH2:1]([O:8][C@@H:9]1[CH2:14][C@@H:13]([O:15][S:41]([CH3:40])(=[O:43])=[O:42])[C@H:12]([CH2:16][O:17][Si:18]([C:21]([CH3:23])([CH3:24])[CH3:22])([CH3:20])[CH3:19])[C@@H:11]([O:25][Si:26]([C:29]([CH3:32])([CH3:31])[CH3:30])([CH3:27])[CH3:28])[CH2:10]1)[C:2]1[CH:3]=[CH:4][CH:5]=[CH:6][CH:7]=1. The catalyst class is: 2. (2) Reactant: Cl[C:2]1[N:11]=[C:10]([NH:12][CH2:13][C:14]2[CH:19]=[CH:18][C:17]([NH:20][C:21](=[O:29])[C:22]3[CH:27]=[CH:26][C:25]([F:28])=[CH:24][CH:23]=3)=[CH:16][CH:15]=2)[C:9]2[C:4](=[CH:5][C:6]([CH3:30])=[CH:7][CH:8]=2)[N:3]=1.[CH3:31][C:32]1([CH3:38])[CH2:37][NH:36][CH2:35][CH2:34][NH:33]1. Product: [CH3:31][C:32]1([CH3:38])[NH:33][CH2:34][CH2:35][N:36]([C:2]2[N:11]=[C:10]([NH:12][CH2:13][C:14]3[CH:15]=[CH:16][C:17]([NH:20][C:21](=[O:29])[C:22]4[CH:27]=[CH:26][C:25]([F:28])=[CH:24][CH:23]=4)=[CH:18][CH:19]=3)[C:9]3[C:4](=[CH:5][C:6]([CH3:30])=[CH:7][CH:8]=3)[N:3]=2)[CH2:37]1. The catalyst class is: 1. (3) Reactant: [Cl:1][C:2]1[CH:3]=[C:4]([CH:14]([CH3:18])[C:15]([OH:17])=[O:16])[CH:5]=[CH:6][C:7]=1[CH2:8][CH2:9][C:10]([CH3:13])([CH3:12])[CH3:11].[Si:19]([O:26][CH2:27][CH2:28][CH2:29][C:30]([CH3:36])([CH3:35])[CH:31]=[CH:32][CH2:33]O)([C:22]([CH3:25])([CH3:24])[CH3:23])([CH3:21])[CH3:20].Cl.C(N=C=NCCCN(C)C)C. Product: [C:22]([Si:19]([CH3:20])([CH3:21])[O:26][CH2:27][CH2:28][CH2:29][C:30]([CH3:36])([CH3:35])/[CH:31]=[CH:32]/[CH2:33][O:16][C:15](=[O:17])[CH:14]([C:4]1[CH:5]=[CH:6][C:7]([CH2:8][CH2:9][C:10]([CH3:12])([CH3:13])[CH3:11])=[C:2]([Cl:1])[CH:3]=1)[CH3:18])([CH3:25])([CH3:24])[CH3:23]. The catalyst class is: 119. (4) Product: [CH3:25][S:24][C:19]1[CH:20]=[CH:21][CH:22]=[CH:23][C:18]=1[O:14][CH:11]1[CH2:12][CH2:13][N:8]([C:1]([O:3][C:4]([CH3:7])([CH3:6])[CH3:5])=[O:2])[CH2:9][CH2:10]1. The catalyst class is: 42. Reactant: [C:1]([N:8]1[CH2:13][CH2:12][CH:11]([OH:14])[CH2:10][CH2:9]1)([O:3][C:4]([CH3:7])([CH3:6])[CH3:5])=[O:2].[H-].[Na+].F[C:18]1[CH:23]=[CH:22][CH:21]=[CH:20][C:19]=1[S:24][CH3:25]. (5) Reactant: [CH3:1][C:2]1[C:9]([S:10][CH3:11])=[C:8]([C:12]([F:15])([F:14])[F:13])[CH:7]=[CH:6][C:3]=1[CH:4]=O.[CH3:16][C:17]1[C:18]([NH2:22])=[N:19][O:20][N:21]=1.[O-]S([O-])(=O)=O.[Mg+2]. Product: [CH3:1][C:2]1[C:9]([S:10][CH3:11])=[C:8]([C:12]([F:15])([F:14])[F:13])[CH:7]=[CH:6][C:3]=1[CH:4]=[N:22][C:18]1[C:17]([CH3:16])=[N:21][O:20][N:19]=1. The catalyst class is: 11.